From a dataset of Full USPTO retrosynthesis dataset with 1.9M reactions from patents (1976-2016). Predict the reactants needed to synthesize the given product. (1) Given the product [CH3:1][N:2]1[C:6]([C:17]2[CH:18]=[C:19]3[C:23](=[CH:24][CH:25]=2)[C:22](=[O:26])[N:21]([C@@H:27]([CH2:40][C:41]2[CH:42]=[C:43]([F:48])[CH:44]=[C:45]([F:47])[CH:46]=2)[CH2:28][N:29]2[C:30](=[O:39])[C:31]4[C:36](=[CH:35][CH:34]=[CH:33][CH:32]=4)[C:37]2=[O:38])[CH2:20]3)=[CH:5][CH:4]=[N:3]1, predict the reactants needed to synthesize it. The reactants are: [CH3:1][N:2]1[C:6](B2OC(C)(C)C(C)(C)O2)=[CH:5][CH:4]=[N:3]1.Br[C:17]1[CH:18]=[C:19]2[C:23](=[CH:24][CH:25]=1)[C:22](=[O:26])[N:21]([C@@H:27]([CH2:40][C:41]1[CH:46]=[C:45]([F:47])[CH:44]=[C:43]([F:48])[CH:42]=1)[CH2:28][N:29]1[C:37](=[O:38])[C:36]3[C:31](=[CH:32][CH:33]=[CH:34][CH:35]=3)[C:30]1=[O:39])[CH2:20]2.C(N(CC)C(C)C)(C)C.O1CCOCC1.O. (2) Given the product [CH:1]1([N:7]2[C:13]3[CH:14]=[CH:15][CH:16]=[CH:17][C:12]=3[N:11]([CH2:18][C:19](=[O:24])[C:20]([CH3:23])([CH3:21])[CH3:22])[C:10](=[O:25])[N:9]([CH2:26][C:27]([NH:43][C:39]3[CH:40]=[CH:41][CH:42]=[C:37]([C:35]4[N:36]=[C:32]([CH3:31])[S:33][CH:34]=4)[CH:38]=3)=[O:28])[C:8]2=[O:30])[CH2:2][CH2:3][CH2:4][CH2:5][CH2:6]1, predict the reactants needed to synthesize it. The reactants are: [CH:1]1([N:7]2[C:13]3[CH:14]=[CH:15][CH:16]=[CH:17][C:12]=3[N:11]([CH2:18][C:19](=[O:24])[C:20]([CH3:23])([CH3:22])[CH3:21])[C:10](=[O:25])[N:9]([CH2:26][C:27](O)=[O:28])[C:8]2=[O:30])[CH2:6][CH2:5][CH2:4][CH2:3][CH2:2]1.[CH3:31][C:32]1[S:33][CH:34]=[C:35]([C:37]2[CH:38]=[C:39]([NH2:43])[CH:40]=[CH:41][CH:42]=2)[N:36]=1. (3) Given the product [CH:1]([O:4][C:5]([N:7]1[CH2:8][CH2:9][CH:10]([CH:13]2[CH2:17][C:16]3[CH:18]=[C:19]([C:32]4[CH:39]=[CH:38][C:35]([C:36]#[N:37])=[CH:34][CH:33]=4)[CH:20]=[CH:21][C:15]=3[O:14]2)[CH2:11][CH2:12]1)=[O:6])([CH3:2])[CH3:3], predict the reactants needed to synthesize it. The reactants are: [CH:1]([O:4][C:5]([N:7]1[CH2:12][CH2:11][CH:10]([CH:13]2[CH2:17][C:16]3[CH:18]=[C:19](B4OC(C)(C)C(C)(C)O4)[CH:20]=[CH:21][C:15]=3[O:14]2)[CH2:9][CH2:8]1)=[O:6])([CH3:3])[CH3:2].Br[C:32]1[CH:39]=[CH:38][C:35]([C:36]#[N:37])=[CH:34][CH:33]=1.